From a dataset of Forward reaction prediction with 1.9M reactions from USPTO patents (1976-2016). Predict the product of the given reaction. (1) Given the reactants [NH2:1][C:2]1[CH:3]=[CH:4][C:5]2[O:9][CH:8]([C:10]([O:12][CH3:13])=[O:11])[CH2:7][C:6]=2[CH:14]=1.Cl[C:16]1[N:21]=[C:20]([NH:22][C:23]2[CH:28]=[CH:27][C:26]([Cl:29])=[C:25]([Cl:30])[CH:24]=2)[C:19]([F:31])=[CH:18][N:17]=1, predict the reaction product. The product is: [Cl:30][C:25]1[CH:24]=[C:23]([NH:22][C:20]2[C:19]([F:31])=[CH:18][N:17]=[C:16]([NH:1][C:2]3[CH:3]=[CH:4][C:5]4[O:9][CH:8]([C:10]([O:12][CH3:13])=[O:11])[CH2:7][C:6]=4[CH:14]=3)[N:21]=2)[CH:28]=[CH:27][C:26]=1[Cl:29]. (2) Given the reactants [CH3:1][CH:2]1[CH2:7][CH2:6][CH2:5][C:4](=O)[C:3]1=O.[C:10]([O-])(=O)[CH3:11].[NH4+:14].C(=O)C.[Cl-].[Na+].[NH3:20], predict the reaction product. The product is: [CH3:11][C:10]1[NH:20][C:4]2[CH2:5][CH2:6][CH2:7][CH:2]([CH3:1])[C:3]=2[N:14]=1.